This data is from Forward reaction prediction with 1.9M reactions from USPTO patents (1976-2016). The task is: Predict the product of the given reaction. (1) Given the reactants [Cl:1][C:2]1[CH:7]=[CH:6][C:5]([C:8]2[N:9](COCC[Si](C)(C)C)[CH:10]=[C:11]([C:13]3[N:17]([CH2:18][CH2:19][O:20][CH3:21])[C:16]4[CH:22]=[CH:23][C:24]([C:26]([N:28]([CH3:30])[CH3:29])=[O:27])=[CH:25][C:15]=4[N:14]=3)[N:12]=2)=[CH:4][C:3]=1[O:39]C.B(Br)(Br)Br, predict the reaction product. The product is: [Cl:1][C:2]1[CH:7]=[CH:6][C:5]([C:8]2[NH:9][CH:10]=[C:11]([C:13]3[N:17]([CH2:18][CH2:19][O:20][CH3:21])[C:16]4[CH:22]=[CH:23][C:24]([C:26]([N:28]([CH3:30])[CH3:29])=[O:27])=[CH:25][C:15]=4[N:14]=3)[N:12]=2)=[CH:4][C:3]=1[OH:39]. (2) The product is: [CH3:1][C:2]1[CH:7]=[C:6]([O:8][C@@H:9]2[CH2:13][CH2:12][O:11][CH2:10]2)[CH:5]=[C:4]([CH3:14])[C:3]=1[C:15]1[CH:20]=[CH:19][CH:18]=[C:17]([CH2:21][O:22][C:24]2[CH:37]=[CH:36][C:27]3[C@H:28]([CH2:31][C:32]([O:34][CH3:35])=[O:33])[CH2:29][O:30][C:26]=3[CH:25]=2)[CH:16]=1. Given the reactants [CH3:1][C:2]1[CH:7]=[C:6]([O:8][C@@H:9]2[CH2:13][CH2:12][O:11][CH2:10]2)[CH:5]=[C:4]([CH3:14])[C:3]=1[C:15]1[CH:20]=[CH:19][CH:18]=[C:17]([CH2:21][OH:22])[CH:16]=1.O[C:24]1[CH:37]=[CH:36][C:27]2[C@H:28]([CH2:31][C:32]([O:34][CH3:35])=[O:33])[CH2:29][O:30][C:26]=2[CH:25]=1.C1(P(C2C=CC=CC=2)C2C=CC=CC=2)C=CC=CC=1.N(C(OC(C)C)=O)=NC(OC(C)C)=O, predict the reaction product. (3) Given the reactants [NH2:1][CH2:2][CH2:3][CH2:4][CH2:5][CH2:6][CH2:7][CH2:8][CH2:9][CH2:10][CH2:11][CH2:12][OH:13].C([O-])([O-])=O.[K+].[K+].[CH2:20](Br)[C:21]1[CH:26]=[CH:25][CH:24]=[CH:23][CH:22]=1.C(Cl)Cl, predict the reaction product. The product is: [CH2:20]([N:1]([CH2:20][C:21]1[CH:26]=[CH:25][CH:24]=[CH:23][CH:22]=1)[CH2:2][CH2:3][CH2:4][CH2:5][CH2:6][CH2:7][CH2:8][CH2:9][CH2:10][CH2:11][CH2:12][OH:13])[C:21]1[CH:26]=[CH:25][CH:24]=[CH:23][CH:22]=1. (4) The product is: [IH:1].[Cl:18][C:19]1[CH:20]=[CH:21][C:22]([C:25]2[CH:26]=[CH:27][C:28]([C:31]#[C:32][C:2]3[CH:3]=[C:4]4[C:8](=[CH:9][CH:10]=3)[N:7]([CH2:11][CH2:12][N:13]3[CH2:17][CH2:16][CH2:15][CH2:14]3)[N:6]=[CH:5]4)=[N:29][CH:30]=2)=[CH:23][CH:24]=1. Given the reactants [I:1][C:2]1[CH:3]=[C:4]2[C:8](=[CH:9][CH:10]=1)[N:7]([CH2:11][CH2:12][N:13]1[CH2:17][CH2:16][CH2:15][CH2:14]1)[N:6]=[CH:5]2.[Cl:18][C:19]1[CH:24]=[CH:23][C:22]([C:25]2[CH:26]=[CH:27][C:28]([C:31]#[CH:32])=[N:29][CH:30]=2)=[CH:21][CH:20]=1, predict the reaction product. (5) Given the reactants [CH:1]([C:4]1[CH:11]=[C:10]([CH2:12][CH2:13][CH2:14][CH2:15][CH2:16][CH2:17][CH2:18][CH2:19][CH3:20])[CH:9]=[C:6]([CH:7]=O)[C:5]=1[OH:21])([CH3:3])[CH3:2].CC1C=C(CCCCCCCCC)C=C(C=[N:27][OH:28])C=1O, predict the reaction product. The product is: [CH:1]([C:4]1[CH:11]=[C:10]([CH2:12][CH2:13][CH2:14][CH2:15][CH2:16][CH2:17][CH2:18][CH2:19][CH3:20])[CH:9]=[C:6]([CH:7]=[N:27][OH:28])[C:5]=1[OH:21])([CH3:3])[CH3:2]. (6) Given the reactants [CH2:1]([Li])CCC.[CH:6]([C:8]1[C:16]2[C:11](=[CH:12][CH:13]=[CH:14][CH:15]=2)[NH:10][C:9]=1[C:17]([NH:19][CH3:20])=[O:18])=O, predict the reaction product. The product is: [CH3:20][NH:19][C:17]([C:9]1[NH:10][C:11]2[C:16]([C:8]=1[CH:6]=[CH2:1])=[CH:15][CH:14]=[CH:13][CH:12]=2)=[O:18]. (7) Given the reactants [CH:1]1([CH:7]([C:9]2[C:10]([CH2:24][CH2:25][CH3:26])=[N:11][N:12]([C:14]3[CH:19]=[CH:18][C:17]([C:20]([F:23])([F:22])[F:21])=[CH:16][N:15]=3)[CH:13]=2)O)[CH2:6][CH2:5][CH2:4][CH2:3][CH2:2]1.[NH2:27][C:28]1[CH:33]=[CH:32][C:31]([C:34]([NH:36][CH2:37][CH2:38][C:39]([O:41]CC)=[O:40])=[O:35])=[CH:30][CH:29]=1, predict the reaction product. The product is: [CH:1]1([CH:7]([NH:27][C:28]2[CH:29]=[CH:30][C:31]([C:34]([NH:36][CH2:37][CH2:38][C:39]([OH:41])=[O:40])=[O:35])=[CH:32][CH:33]=2)[C:9]2[C:10]([CH2:24][CH2:25][CH3:26])=[N:11][N:12]([C:14]3[CH:19]=[CH:18][C:17]([C:20]([F:23])([F:22])[F:21])=[CH:16][N:15]=3)[CH:13]=2)[CH2:6][CH2:5][CH2:4][CH2:3][CH2:2]1. (8) Given the reactants C[Si](C)(C)N[Si](C)(C)C.[Li].C([O:13][C:14](=O)[C:15]1[CH:20]=[CH:19][C:18]([O:21][CH2:22][C:23]2[CH:28]=[CH:27][CH:26]=[CH:25][CH:24]=2)=[C:17]([O:29][CH2:30][C:31]2[CH:36]=[CH:35][CH:34]=[CH:33][CH:32]=2)[CH:16]=1)C.[CH3:38][C:39]([C:41]1[CH:42]=[CH:43][C:44]([OH:48])=[CH:45][C:46]=1[OH:47])=[O:40], predict the reaction product. The product is: [CH2:30]([O:29][C:17]1[CH:16]=[C:15]([C:14](=[O:13])[CH2:38][C:39]([C:41]2[CH:42]=[CH:43][C:44]([OH:48])=[CH:45][C:46]=2[OH:47])=[O:40])[CH:20]=[CH:19][C:18]=1[O:21][CH2:22][C:23]1[CH:24]=[CH:25][CH:26]=[CH:27][CH:28]=1)[C:31]1[CH:32]=[CH:33][CH:34]=[CH:35][CH:36]=1. (9) Given the reactants I[C:2]1[CH:11]=[C:10]2[C:5]([CH:6]=[C:7]([C:18]3[CH:19]=[CH:20][C:21]4[O:26][CH2:25][C:24](=[O:27])[NH:23][C:22]=4[CH:28]=3)[CH:8]([C:12]3[CH:17]=[CH:16][CH:15]=[CH:14][CH:13]=3)[O:9]2)=[CH:4][CH:3]=1.[NH2:29][CH2:30][CH2:31][CH2:32][OH:33], predict the reaction product. The product is: [OH:33][CH2:32][CH2:31][CH2:30][NH:29][C:2]1[CH:11]=[C:10]2[C:5]([CH:6]=[C:7]([C:18]3[CH:19]=[CH:20][C:21]4[O:26][CH2:25][C:24](=[O:27])[NH:23][C:22]=4[CH:28]=3)[CH:8]([C:12]3[CH:17]=[CH:16][CH:15]=[CH:14][CH:13]=3)[O:9]2)=[CH:4][CH:3]=1. (10) Given the reactants [Br:1][C:2]1[CH:23]=[CH:22][C:5]([O:6][CH2:7][CH:8]2[CH2:13][CH2:12][N:11]([CH2:14][C:15]3(O)[CH2:20][CH2:19][CH2:18][CH2:17][CH2:16]3)[CH2:10][CH2:9]2)=[CH:4][CH:3]=1.COCCN(S(F)(F)[F:34])CCOC.C([O-])(O)=O.[Na+], predict the reaction product. The product is: [Br:1][C:2]1[CH:23]=[CH:22][C:5]([O:6][CH2:7][CH:8]2[CH2:13][CH2:12][N:11]([CH2:14][C:15]3([F:34])[CH2:20][CH2:19][CH2:18][CH2:17][CH2:16]3)[CH2:10][CH2:9]2)=[CH:4][CH:3]=1.